The task is: Regression. Given a peptide amino acid sequence and an MHC pseudo amino acid sequence, predict their binding affinity value. This is MHC class I binding data.. This data is from Peptide-MHC class I binding affinity with 185,985 pairs from IEDB/IMGT. (1) The peptide sequence is SFKLILAEY. The binding affinity (normalized) is 0.0603. The MHC is HLA-A68:01 with pseudo-sequence HLA-A68:01. (2) The peptide sequence is SVKERGPAY. The MHC is HLA-A33:01 with pseudo-sequence HLA-A33:01. The binding affinity (normalized) is 0.00283. (3) The MHC is HLA-A02:02 with pseudo-sequence HLA-A02:02. The binding affinity (normalized) is 0.0323. The peptide sequence is IRQAGVQYS.